From a dataset of Forward reaction prediction with 1.9M reactions from USPTO patents (1976-2016). Predict the product of the given reaction. (1) Given the reactants S(O[CH2:12][CH2:13][CH2:14][C:15]1[CH:24]=[CH:23][C:18]([C:19]([O:21][CH3:22])=[O:20])=[CH:17][CH:16]=1)(C1C=CC(C)=CC=1)(=O)=O.[CH3:25][NH:26][CH3:27], predict the reaction product. The product is: [CH3:25][N:26]([CH3:27])[CH2:12][CH2:13][CH2:14][C:15]1[CH:24]=[CH:23][C:18]([C:19]([O:21][CH3:22])=[O:20])=[CH:17][CH:16]=1. (2) Given the reactants Br[C:2]1[CH:3]=[CH:4][C:5](S(C(C)C)(=O)=O)=[C:6]([NH:8][C:9]2[C:14]([Cl:15])=[CH:13][N:12]=[C:11]([NH:16][C:17]3[CH:22]=[CH:21][C:20]([N:23]4[CH2:28][CH2:27][N:26]([CH3:29])[CH2:25][CH2:24]4)=[C:19](C=C)[CH:18]=3)[N:10]=2)[CH:7]=1.CN1CCN(C2C=CC(N)=CC=2[CH:52]=[CH2:53])CC1.[Br:54]C1C=CC(S(C(C)C)(=O)=O)=C(NC2C(Cl)=CN=C(Cl)N=2)C=1.COCC[O:80][CH3:81], predict the reaction product. The product is: [Br:54][C:19]1[CH:18]=[C:17]([NH:16][C:11]2[N:10]=[C:9]([NH:8][C:6]3[CH:7]=[C:2]([CH:52]=[CH2:53])[CH:3]=[CH:4][C:5]=3[O:80][CH3:81])[C:14]([Cl:15])=[CH:13][N:12]=2)[CH:22]=[CH:21][C:20]=1[N:23]1[CH2:24][CH2:25][N:26]([CH3:29])[CH2:27][CH2:28]1. (3) Given the reactants [CH2:1]([N:8]1[CH2:13][CH2:12]C(=O)[CH2:10][CH2:9]1)[C:2]1[CH:7]=[CH:6][CH:5]=[CH:4][CH:3]=1.[CH3:15][C:16]1[CH:22]=[CH:21][CH:20]=[CH:19][C:17]=1[NH2:18].[NH3:23].[OH-].[NH4+].[C:26](O)(=O)[CH3:27], predict the reaction product. The product is: [CH2:1]([N:8]1[CH2:13][CH2:12][C:26]([NH:18][C:17]2[CH:19]=[CH:20][CH:21]=[CH:22][C:16]=2[CH3:15])([C:27]#[N:23])[CH2:10][CH2:9]1)[C:2]1[CH:7]=[CH:6][CH:5]=[CH:4][CH:3]=1. (4) Given the reactants Cl.Cl.[CH2:3]([N:10]1[CH2:15][CH2:14][CH:13]([N:16]2[CH2:21][CH2:20][CH2:19][CH:18]([C:22]([OH:24])=O)[CH2:17]2)[CH2:12][CH2:11]1)[C:4]1[CH:9]=[CH:8][CH:7]=[CH:6][CH:5]=1.[NH:25]1[CH2:30][CH2:29][CH2:28][CH2:27][CH2:26]1, predict the reaction product. The product is: [CH2:3]([N:10]1[CH2:15][CH2:14][CH:13]([N:16]2[CH2:21][CH2:20][CH2:19][CH:18]([C:22]([N:25]3[CH2:30][CH2:29][CH2:28][CH2:27][CH2:26]3)=[O:24])[CH2:17]2)[CH2:12][CH2:11]1)[C:4]1[CH:5]=[CH:6][CH:7]=[CH:8][CH:9]=1. (5) The product is: [C:51]1([CH:26]([C:20]2[CH:25]=[CH:24][CH:23]=[CH:22][CH:21]=2)[C@H:27]([NH:50][C:6](=[O:7])[C@H:2]([CH:3]([CH3:5])[CH3:4])[NH:1][C:9]([O:11][CH2:12][C:13]2[CH:18]=[CH:17][CH:16]=[CH:15][CH:14]=2)=[O:10])[CH:28]=[CH:29][S:30]([CH:33]=[CH:34][C@@H:35]([NH:49][C:6](=[O:7])[C@H:2]([CH:3]([CH3:4])[CH3:5])[NH:1][C:9]([O:11][CH2:12][C:13]2[CH:18]=[CH:17][CH:16]=[CH:15][CH:14]=2)=[O:10])[CH:36]([C:37]2[CH:38]=[CH:39][CH:40]=[CH:41][CH:42]=2)[C:43]2[CH:44]=[CH:45][CH:46]=[CH:47][CH:48]=2)(=[O:32])=[O:31])[CH:52]=[CH:53][CH:54]=[CH:55][CH:56]=1. Given the reactants [NH:1]([C:9]([O:11][CH2:12][C:13]1[CH:18]=[CH:17][CH:16]=[CH:15][CH:14]=1)=[O:10])[C@H:2]([C:6](O)=[O:7])[CH:3]([CH3:5])[CH3:4].Cl.[C:20]1([CH:26]([C:51]2[CH:56]=[CH:55][CH:54]=[CH:53][CH:52]=2)[C@H:27]([NH2:50])[CH:28]=[CH:29][S:30]([CH:33]=[CH:34][C@@H:35]([NH2:49])[CH:36]([C:43]2[CH:48]=[CH:47][CH:46]=[CH:45][CH:44]=2)[C:37]2[CH:42]=[CH:41][CH:40]=[CH:39][CH:38]=2)(=[O:32])=[O:31])[CH:25]=[CH:24][CH:23]=[CH:22][CH:21]=1, predict the reaction product. (6) Given the reactants [CH2:1]([N:8]1[CH:12]=[C:11]([CH2:13][OH:14])[C:10]([O:15][CH2:16][C:17]2[CH:22]=[CH:21][CH:20]=[CH:19][CH:18]=2)=[N:9]1)[C:2]1[CH:7]=[CH:6][CH:5]=[CH:4][CH:3]=1, predict the reaction product. The product is: [CH2:1]([N:8]1[CH:12]=[C:11]([CH:13]=[O:14])[C:10]([O:15][CH2:16][C:17]2[CH:22]=[CH:21][CH:20]=[CH:19][CH:18]=2)=[N:9]1)[C:2]1[CH:3]=[CH:4][CH:5]=[CH:6][CH:7]=1. (7) Given the reactants [NH2:1][CH2:2][CH2:3][NH:4][C:5]([C:7]1[N:15]=[C:14]2[C:10]([N:11]=[CH:12][N:13]2[C@H:16]2[C@H:20]([OH:21])[C@H:19]([OH:22])[C@@H:18]([CH2:23][OH:24])[O:17]2)=[C:9]([NH:25][CH2:26][CH:27]([C:34]2[CH:39]=[CH:38][CH:37]=[CH:36][CH:35]=2)[C:28]2[CH:33]=[CH:32][CH:31]=[CH:30][CH:29]=2)[N:8]=1)=[O:6].[CH:40]([N:43]([CH:54]([CH3:56])[CH3:55])[CH2:44][CH2:45][NH:46][C:47](N1C=CN=C1)=[O:48])([CH3:42])[CH3:41], predict the reaction product. The product is: [OH:21][C@@H:20]1[C@H:19]([OH:22])[C@@H:18]([CH2:23][OH:24])[O:17][C@H:16]1[N:13]1[CH:12]=[N:11][C:10]2[C:14]1=[N:15][C:7]([C:5]([NH:4][CH2:3][CH2:2][NH:1][C:47]([NH:46][CH2:45][CH2:44][N:43]([CH:54]([CH3:56])[CH3:55])[CH:40]([CH3:41])[CH3:42])=[O:48])=[O:6])=[N:8][C:9]=2[NH:25][CH2:26][CH:27]([C:34]1[CH:39]=[CH:38][CH:37]=[CH:36][CH:35]=1)[C:28]1[CH:29]=[CH:30][CH:31]=[CH:32][CH:33]=1. (8) Given the reactants [N+](C1C=C([N+]([O-])=O)C=CC=1[O-])([O-])=O.[NH2:14][N+:15]1[CH:20]=[CH:19][C:18]2[O:21][C:22]([CH3:24])=[CH:23][C:17]=2[CH:16]=1.C(=O)([O-])[O-].[K+].[K+].[C:31]([O:37][CH2:38][CH3:39])(=[O:36])[C:32]#[C:33][CH2:34][CH3:35], predict the reaction product. The product is: [CH2:34]([C:33]1[C:32]([C:31]([O:37][CH2:38][CH3:39])=[O:36])=[C:16]2[C:17]3[CH:23]=[C:22]([CH3:24])[O:21][C:18]=3[CH:19]=[CH:20][N:15]2[N:14]=1)[CH3:35]. (9) Given the reactants C1C=C(Cl)C=C(C(OO)=O)C=1.[CH2:12]([O:14][CH2:15][C:16]1[N:17]([CH2:29][C:30]2([C:33]([NH2:35])=[O:34])[CH2:32][CH2:31]2)[C:18]2[C:27]3[CH:26]=[CH:25][CH:24]=[CH:23][C:22]=3[N:21]=[CH:20][C:19]=2[N:28]=1)[CH3:13].[OH-].[NH4+:37].C1(C)C=CC(S(Cl)(=O)=O)=CC=1, predict the reaction product. The product is: [NH2:37][C:20]1[C:19]2[N:28]=[C:16]([CH2:15][O:14][CH2:12][CH3:13])[N:17]([CH2:29][C:30]3([C:33]([NH2:35])=[O:34])[CH2:32][CH2:31]3)[C:18]=2[C:27]2[CH:26]=[CH:25][CH:24]=[CH:23][C:22]=2[N:21]=1. (10) Given the reactants Cl.Cl.[O:3]1[C:7]2[CH:8]=[CH:9][CH:10]=[C:11]([CH:12]3[CH2:17][CH2:16][N:15]([CH2:18][CH2:19][C@H:20]4[CH2:25][CH2:24][C@H:23]([NH2:26])[CH2:22][CH2:21]4)[CH2:14][CH2:13]3)[C:6]=2[CH2:5][CH2:4]1.[CH3:27][N:28]([CH3:32])[C:29](Cl)=[O:30], predict the reaction product. The product is: [O:3]1[C:7]2[CH:8]=[CH:9][CH:10]=[C:11]([CH:12]3[CH2:17][CH2:16][N:15]([CH2:18][CH2:19][C@H:20]4[CH2:21][CH2:22][C@H:23]([NH:26][C:29](=[O:30])[N:28]([CH3:32])[CH3:27])[CH2:24][CH2:25]4)[CH2:14][CH2:13]3)[C:6]=2[CH2:5][CH2:4]1.